This data is from Full USPTO retrosynthesis dataset with 1.9M reactions from patents (1976-2016). The task is: Predict the reactants needed to synthesize the given product. Given the product [Cl:22][C:23]1[CH:31]=[CH:30][C:26]([C:27]([N:4]([CH2:5][C:6]2[CH:21]=[CH:20][CH:19]=[CH:18][C:7]=2[O:8][CH2:9][CH2:10][CH2:11][CH2:12][CH2:13][C:14]([OH:16])=[O:15])[CH:1]([CH3:3])[CH3:2])=[O:28])=[CH:25][CH:24]=1, predict the reactants needed to synthesize it. The reactants are: [CH:1]([NH:4][CH2:5][C:6]1[CH:21]=[CH:20][CH:19]=[CH:18][C:7]=1[O:8][CH2:9][CH2:10][CH2:11][CH2:12][CH2:13][C:14]([O:16]C)=[O:15])([CH3:3])[CH3:2].[Cl:22][C:23]1[CH:31]=[CH:30][C:26]([C:27](O)=[O:28])=[CH:25][CH:24]=1.